Dataset: Reaction yield outcomes from USPTO patents with 853,638 reactions. Task: Predict the reaction yield, written as a fraction of the theoretical maximum amount of product (1.0 means a 100% yield; for example, 0.34 means a 34% yield). (1) The reactants are [OH:1][C:2]1[CH:9]=[CH:8][C:5]([CH2:6][NH2:7])=[CH:4][CH:3]=1.[N+:10]([C:13]1[CH:21]=[CH:20][C:16]([C:17](Cl)=[O:18])=[CH:15][CH:14]=1)([O-:12])=[O:11].C(O)(=O)C.CO. The catalyst is C(Cl)Cl. The product is [OH:1][C:2]1[CH:9]=[CH:8][C:5]([CH2:6][NH:7][C:17](=[O:18])[C:16]2[CH:15]=[CH:14][C:13]([N+:10]([O-:12])=[O:11])=[CH:21][CH:20]=2)=[CH:4][CH:3]=1. The yield is 0.580. (2) The reactants are [Br:1][C:2]1[CH:8]=[C:7]([O:9][C:10]([F:13])([F:12])[F:11])[C:5]([NH2:6])=[C:4]([Cl:14])[CH:3]=1.C(N(CC)CC)C.[C:22]([CH2:26][C:27](Cl)=[O:28])([CH3:25])([CH3:24])[CH3:23]. The catalyst is ClCCl. The product is [Br:1][C:2]1[CH:8]=[C:7]([O:9][C:10]([F:12])([F:11])[F:13])[C:5]([NH:6][C:27](=[O:28])[CH2:26][C:22]([CH3:25])([CH3:24])[CH3:23])=[C:4]([Cl:14])[CH:3]=1. The yield is 0.930. (3) The reactants are [I:1][C:2]1[CH:3]=[C:4]([C:8]2[C:12]3[CH:13]=[CH:14][C:15]([O:19]C)=[C:16]([O:17]C)[C:11]=3[O:10][N:9]=2)[CH:5]=[CH:6][CH:7]=1.Cl.N1C=CC=CC=1.CCOC(C)=O. The catalyst is O. The product is [I:1][C:2]1[CH:3]=[C:4]([C:8]2[C:12]3[CH:13]=[CH:14][C:15]([OH:19])=[C:16]([OH:17])[C:11]=3[O:10][N:9]=2)[CH:5]=[CH:6][CH:7]=1. The yield is 0.950. (4) The reactants are [CH:1]1([O:5][C:6]2[C:15](B3OC(C)(C)C(C)(C)O3)=[CH:14][CH:13]=[C:12]3[C:7]=2[CH2:8][CH2:9][C@H:10]([CH3:30])[N:11]3[C:25]([CH:27]2[CH2:29][CH2:28]2)=[O:26])[CH2:4][CH2:3][CH2:2]1.Br[C:32]1[CH:36]=[N:35][N:34]2[CH2:37][CH2:38][N:39]([C:40]([O:42][C:43]([CH3:46])([CH3:45])[CH3:44])=[O:41])[C:33]=12.C(=O)([O-])[O-].[Na+].[Na+].O1CCOCC1. The catalyst is C1C=CC(P(C2C=CC=CC=2)[C-]2C=CC=C2)=CC=1.C1C=CC(P(C2C=CC=CC=2)[C-]2C=CC=C2)=CC=1.Cl[Pd]Cl.[Fe+2].ClCCl.C(OCC)(=O)C.O. The product is [CH:1]1([O:5][C:6]2[C:15]([C:32]3[CH:36]=[N:35][N:34]4[CH2:37][CH2:38][N:39]([C:40]([O:42][C:43]([CH3:46])([CH3:45])[CH3:44])=[O:41])[C:33]=34)=[CH:14][CH:13]=[C:12]3[C:7]=2[CH2:8][CH2:9][C@H:10]([CH3:30])[N:11]3[C:25]([CH:27]2[CH2:28][CH2:29]2)=[O:26])[CH2:2][CH2:3][CH2:4]1. The yield is 0.690. (5) The reactants are C(N(CC)CC)C.C(O)=O.[CH2:11]1[CH2:14][CH:13]([CH2:15][N:16]2[C@@H:26]3[CH2:27][C:28]4[CH:33]=[CH:32][C:31]([OH:34])=[C:30]5[O:35][C@H:20]6[C:21]([CH2:23][CH2:24][C@:25]3([OH:36])[C@:19]6([C:29]=45)[CH2:18][CH2:17]2)=[O:22])[CH2:12]1. The catalyst is C(#N)C.CC1C=CC(C(C)C)=CC=1.CC1C=CC(C(C)C)=CC=1.Cl[Ru]Cl.Cl[Ru]Cl. The product is [CH:33]1[C:28]2[CH2:27][C@H:26]3[N:16]([CH2:15][CH:13]4[CH2:14][CH2:11][CH2:12]4)[CH2:17][CH2:18][C@:19]45[C@H:20]([C@@H:21]([OH:22])[CH2:23][CH2:24][C@@:25]34[OH:36])[O:35][C:30]([C:29]=25)=[C:31]([OH:34])[CH:32]=1. The yield is 0.830. (6) The reactants are C(=O)=O.C[C:5]([CH3:7])=O.[C:8]([O:11][CH2:12][C:13]1[C:18](Br)=[CH:17][CH:16]=[CH:15][C:14]=1Br)(=[O:10])[CH3:9].[Zn](CC)[CH2:22][CH3:23].Cl. The catalyst is C1COCC1.C1C=CC(P(C2C=CC=CC=2)[C-]2C=CC=C2)=CC=1.C1C=CC(P(C2C=CC=CC=2)[C-]2C=CC=C2)=CC=1.Cl[Pd]Cl.[Fe+2].CCOC(C)=O.CCCCCCC. The product is [C:8]([O:11][CH2:12][C:13]1[C:18]([CH2:22][CH3:23])=[CH:17][CH:16]=[CH:15][C:14]=1[CH2:5][CH3:7])(=[O:10])[CH3:9]. The yield is 0.630. (7) The reactants are [F:1][C:2]1[CH:3]=[C:4]([CH2:9][C:10]([OH:12])=[O:11])[CH:5]=[C:6]([F:8])[CH:7]=1.C[Si]([N-][Si](C)(C)C)(C)C.[Na+].[Cl:23][CH2:24][CH2:25][CH2:26][CH2:27]I. No catalyst specified. The product is [Cl:23][CH2:24][CH2:25][CH2:26][CH2:27][CH:9]([C:4]1[CH:3]=[C:2]([F:1])[CH:7]=[C:6]([F:8])[CH:5]=1)[C:10]([OH:12])=[O:11]. The yield is 0.850. (8) The reactants are [C:1]([C:5]1[CH:10]=[C:9]([F:11])[CH:8]=[CH:7][C:6]=1[OH:12])([CH3:4])([CH3:3])[CH3:2].CCN(CC)CC.Cl[C:21]([O:23][CH3:24])=[O:22]. The catalyst is O1CCOCC1. The product is [C:21](=[O:22])([O:23][CH3:24])[O:12][C:6]1[CH:7]=[CH:8][C:9]([F:11])=[CH:10][C:5]=1[C:1]([CH3:4])([CH3:2])[CH3:3]. The yield is 0.590. (9) The reactants are [Cl:1][C:2]1[N:7]=[C:6]([NH:8][CH2:9][C:10]([OH:13])([CH3:12])[CH3:11])[C:5]([C:14]([OH:16])=O)=[CH:4][N:3]=1.C(N(CC)CC)C.N1C(F)=NC(F)=NC=1[F:26]. The catalyst is ClCCl. The product is [Cl:1][C:2]1[N:7]=[C:6]([NH:8][CH2:9][C:10]([OH:13])([CH3:12])[CH3:11])[C:5]([C:14]([F:26])=[O:16])=[CH:4][N:3]=1. The yield is 0.960. (10) The reactants are [C:1]([C:3]1[CH:4]=[C:5]([O:9][CH2:10][CH2:11][CH2:12][C:13]([O:15][CH2:16][CH3:17])=[O:14])[CH:6]=[CH:7][CH:8]=1)#[N:2].C(O)=O.[ClH:21].C(OCC)(=O)C. The catalyst is [C].[Pd].CO. The product is [ClH:21].[NH2:2][CH2:1][C:3]1[CH:4]=[C:5]([O:9][CH2:10][CH2:11][CH2:12][C:13]([O:15][CH2:16][CH3:17])=[O:14])[CH:6]=[CH:7][CH:8]=1. The yield is 0.780.